From a dataset of Catalyst prediction with 721,799 reactions and 888 catalyst types from USPTO. Predict which catalyst facilitates the given reaction. Reactant: [NH:1]1[CH2:5][CH2:4][CH2:3][C:2]1=[O:6].[H-].[Na+].[C:9]([O:13][C:14]([N:16]1[CH2:21][CH2:20][CH:19]([CH2:22]Br)[CH2:18][CH2:17]1)=[O:15])([CH3:12])([CH3:11])[CH3:10]. Product: [C:9]([O:13][C:14]([N:16]1[CH2:21][CH2:20][CH:19]([CH2:22][N:1]2[CH2:5][CH2:4][CH2:3][C:2]2=[O:6])[CH2:18][CH2:17]1)=[O:15])([CH3:12])([CH3:10])[CH3:11]. The catalyst class is: 9.